This data is from Full USPTO retrosynthesis dataset with 1.9M reactions from patents (1976-2016). The task is: Predict the reactants needed to synthesize the given product. (1) Given the product [CH3:1][O:2][C:3]1[N:4]=[CH:5][N:6]([CH3:10])[C:7]=1[CH2:8][N:9]1[CH2:21][CH2:22][CH2:23][C:24]1=[O:25], predict the reactants needed to synthesize it. The reactants are: [CH3:1][O:2][C:3]1[N:4]=[CH:5][N:6]([CH3:10])[C:7]=1[CH2:8][NH2:9].[O-]S([O-])(=O)=O.[Na+].[Na+].[OH-].[K+].Br[CH2:21][CH2:22][CH2:23][C:24](Cl)=[O:25].[H-].[Na+]. (2) Given the product [CH2:16]([NH:15][C:4]1[N:9]=[C:8]([NH:10][C:11]([C:13]2[CH:17]=[C:16]([C:18]3[CH:23]=[CH:22][C:21]([F:24])=[CH:20][CH:19]=3)[N:15]([CH:25]3[CH2:30][CH2:29][CH2:28][CH2:27][O:26]3)[N:14]=2)=[O:12])[CH:7]=[CH:6][CH:5]=1)[C:18]1[CH:23]=[CH:22][CH:21]=[CH:20][CH:19]=1, predict the reactants needed to synthesize it. The reactants are: [Li+].[OH-].Br[C:4]1[N:9]=[C:8]([NH:10][C:11]([C:13]2[CH:17]=[C:16]([C:18]3[CH:23]=[CH:22][C:21]([F:24])=[CH:20][CH:19]=3)[N:15]([CH:25]3[CH2:30][CH2:29][CH2:28][CH2:27][O:26]3)[N:14]=2)=[O:12])[CH:7]=[CH:6][CH:5]=1.